Dataset: Reaction yield outcomes from USPTO patents with 853,638 reactions. Task: Predict the reaction yield, written as a fraction of the theoretical maximum amount of product (1.0 means a 100% yield; for example, 0.34 means a 34% yield). The reactants are [CH3:1][O:2][C:3]([C:5]1[CH:6]=[CH:7][CH:8]=[C:9]2[C:14]=1[N:13]=[CH:12][CH:11]=[CH:10]2)=[O:4].OO.C([O-])(O)=[O:18].[Na+]. The catalyst is CC(O)=O. The product is [CH3:1][O:2][C:3]([C:5]1[CH:6]=[CH:7][CH:8]=[C:9]2[C:14]=1[N:13]=[CH:12][C:11]([OH:18])=[CH:10]2)=[O:4]. The yield is 0.440.